Task: Regression. Given a peptide amino acid sequence and an MHC pseudo amino acid sequence, predict their binding affinity value. This is MHC class II binding data.. Dataset: Peptide-MHC class II binding affinity with 134,281 pairs from IEDB (1) The peptide sequence is PQPQQPEQPFPQPQ. The MHC is HLA-DQA10301-DQB10201 with pseudo-sequence YNYHERRFATVLHIVYFGLSSFAIRKARVHLETT. The binding affinity (normalized) is 0. (2) The peptide sequence is IGPEAAEAAAAAPAA. The MHC is HLA-DQA10401-DQB10402 with pseudo-sequence HLA-DQA10401-DQB10402. The binding affinity (normalized) is 0.274.